The task is: Predict the reactants needed to synthesize the given product.. This data is from Full USPTO retrosynthesis dataset with 1.9M reactions from patents (1976-2016). (1) Given the product [F:1][C:2]1[N:7]=[C:6]([C:8]([NH:10][NH2:11])=[O:9])[CH:5]=[CH:4][CH:3]=1, predict the reactants needed to synthesize it. The reactants are: [F:1][C:2]1[N:7]=[C:6]([C:8]([NH:10][NH:11]C(OC(C)(C)C)=O)=[O:9])[CH:5]=[CH:4][CH:3]=1.Cl. (2) Given the product [Cl:22][C:15]1[N:14]=[C:13]([N:12]([CH2:11][CH2:10][CH2:9][OH:8])[CH3:23])[C:20]([F:21])=[CH:19][C:16]=1[C:17]#[N:18], predict the reactants needed to synthesize it. The reactants are: [Si]([O:8][CH2:9][CH2:10][CH2:11][N:12]([CH3:23])[C:13]1[C:20]([F:21])=[CH:19][C:16]([C:17]#[N:18])=[C:15]([Cl:22])[N:14]=1)(C(C)(C)C)(C)C. (3) Given the product [I:36][CH:8]1[CH2:9][CH2:10][C:5]2([O:4][CH2:3][CH2:2][O:1]2)[CH2:6][CH2:7]1, predict the reactants needed to synthesize it. The reactants are: [O:1]1[C:5]2([CH2:10][CH2:9][CH:8](O)[CH2:7][CH2:6]2)[O:4][CH2:3][CH2:2]1.N1C=CN=C1.C1(P(C2C=CC=CC=2)C2C=CC=CC=2)C=CC=CC=1.[I:36]I.S([O-])(O)=O.[Na+]. (4) Given the product [ClH:7].[CH2:12]([O:5][C:4](=[O:6])[CH2:3][CH2:2][NH2:1])[CH3:13], predict the reactants needed to synthesize it. The reactants are: [NH2:1][CH2:2][CH2:3][C:4]([OH:6])=[O:5].[Cl:7][Si](C)(C)C.[CH2:12](O)[CH3:13]. (5) The reactants are: C([O:3][C:4]([C:6]1[NH:7][C:8]2[C:13]([CH:14]=1)=[C:12]([O:15][CH:16]([CH3:20])[CH:17]([CH3:19])[CH3:18])[CH:11]=[CH:10][CH:9]=2)=[O:5])C.[OH-].[K+].CCO. Given the product [CH3:20][CH:16]([O:15][C:12]1[CH:11]=[CH:10][CH:9]=[C:8]2[C:13]=1[CH:14]=[C:6]([C:4]([OH:5])=[O:3])[NH:7]2)[CH:17]([CH3:18])[CH3:19], predict the reactants needed to synthesize it. (6) Given the product [CH:30]1([CH2:29][O:28][C:22]2[CH:23]=[CH:24][C:25]([CH3:27])=[CH:26][C:21]=2[C:20]2[CH:19]=[CH:18][N:17]=[C:16]3[C:12]([C:10]([NH:9][C@H:6]4[CH2:7][CH2:8][C@@H:3]([NH:2][C:38](=[O:37])[CH2:39][OH:40])[CH2:4][CH2:5]4)=[O:11])=[C:13]([CH3:33])[NH:14][C:15]=23)[CH2:31][CH2:32]1, predict the reactants needed to synthesize it. The reactants are: Cl.[NH2:2][C@@H:3]1[CH2:8][CH2:7][C@H:6]([NH:9][C:10]([C:12]2[C:16]3=[N:17][CH:18]=[CH:19][C:20]([C:21]4[CH:26]=[C:25]([CH3:27])[CH:24]=[CH:23][C:22]=4[O:28][CH2:29][CH:30]4[CH2:32][CH2:31]4)=[C:15]3[NH:14][C:13]=2[CH3:33])=[O:11])[CH2:5][CH2:4]1.C([O:37][CH2:38][C:39](Cl)=[O:40])(=O)C. (7) Given the product [CH2:3]([C:6]1([CH2:26][O:27][CH3:28])[CH2:15][CH2:14][C:13]2[C:8](=[CH:9][CH:10]=[C:11]([C:16]3[CH:17]=[CH:18][C:19]([NH2:22])=[CH:20][CH:21]=3)[CH:12]=2)[C:7]1=[O:25])[CH:4]=[CH2:5], predict the reactants needed to synthesize it. The reactants are: [NH4+].[Cl-].[CH2:3]([C:6]1([CH2:26][O:27][CH3:28])[CH2:15][CH2:14][C:13]2[C:8](=[CH:9][CH:10]=[C:11]([C:16]3[CH:21]=[CH:20][C:19]([N+:22]([O-])=O)=[CH:18][CH:17]=3)[CH:12]=2)[C:7]1=[O:25])[CH:4]=[CH2:5].